This data is from Experimentally validated miRNA-target interactions with 360,000+ pairs, plus equal number of negative samples. The task is: Binary Classification. Given a miRNA mature sequence and a target amino acid sequence, predict their likelihood of interaction. (1) The miRNA is hsa-miR-6887-3p with sequence UCCCCUCCACUUUCCUCCUAG. The protein sequence of the target gene is MGTRSSPEEGTPPPLVPECDVEVQPQGHPEESREQEASEVLAEPSSRGGAEQQAEEEEVGEGSSTESSRDAPEATPPIAMAATPPASTSSREGVRGAARRLQGQQLEALTRVALMEQRVKELQRQRKELRIEMEVEVALLRGELAGERVAARREEEQLRELLEQQAASEQRGRQQREQEQRRLSQERDRLEGLRQRLRKAQGQLDSQPEDQRERLLQGVQEMREQLDVAQRAYEDLEFQQLERESRQEEEDRDSPGPQVPDPKVQELQASMAQHRRGALQHRIRVLEEQLKSLGEQMAAE.... Result: 0 (no interaction). (2) The miRNA is hsa-miR-3184-5p with sequence UGAGGGGCCUCAGACCGAGCUUUU. The protein sequence of the target gene is MAALKEDRSYGLSCGRVSDGSKVSVFHVKLTDSALRAFESYRARQDSVSLRPSIRFQGSQGHISIPQPDCPAEARTFSFYLSNIGRDNPQGSFDCIQQYVSSHGEVHLDCLGSIQDKITVCATDDSYQKARQSMAQAEEETRSRSAIVIKAGGRYLGKKVQFRKPAPGATDAVPSRKRATPINLASAIRKSGASAVSGGSGVSQRPFRDRVLHLLALRPYRKAELLLRLQKDGLTQADKDALDGLLQQVANMSAKDGTCTLQDCMYKDVQKDWPGYSEGDQQLLKRVLVRKLCQPQSTGS.... Result: 0 (no interaction). (3) The miRNA is hsa-miR-4789-5p with sequence GUAUACACCUGAUAUGUGUAUG. The protein sequence of the target gene is MSLPPIRLPSPYGSDRLVQLAARLRPALCDTLITVGSQEFPAHSLVLAGVSQQLGRRGQWALGEGISPSTFAQLLNFVYGESVELQPGELRPLQEAARALGVQSLEEACWRARGDRAKKPDPGLKKHQEEPEKPSRNPERELGDPGEKQKPEQVSRTGGREQEMLHKHSPPRGRPEMAGATQEAQQEQTRSKEKRLQAPVGQRGADGKHGVLTWLRENPGGSEESLRKLPGPLPPAGSLQTSVTPRPSWAEAPWLVGGQPALWSILLMPPRYGIPFYHSTPTTGAWQEVWREQRIPLSLN.... Result: 0 (no interaction). (4) The miRNA is hsa-let-7e-3p with sequence CUAUACGGCCUCCUAGCUUUCC. The protein sequence of the target gene is MRQGLLVLALVLVLVLVLAAGSQVQEWYPRESHALNWNKFSGFWYILATATDAQGFLPARDKRKLGASVVKVNKVGQLRVLLAFRRGQGCGRAQPRHPGTSGHLWASLSVKGVKAFHVLSTDYSYGLVYLRLGRATQNYKNLLLFHRQNVSSFQSLKEFMDACDILGLSKAAVILPKDASRTHTILP. Result: 0 (no interaction).